From a dataset of Reaction yield outcomes from USPTO patents with 853,638 reactions. Predict the reaction yield, written as a fraction of the theoretical maximum amount of product (1.0 means a 100% yield; for example, 0.34 means a 34% yield). (1) The reactants are CC1(C)C(C)(C)OB([C:9]2[CH:14]=[CH:13][C:12]([C:15]3[NH:19][C:18]([C@@H:20]4[CH2:24][CH2:23][CH2:22][N:21]4[C:25]([O:27][C:28]([CH3:31])([CH3:30])[CH3:29])=[O:26])=[N:17][CH:16]=3)=[CH:11][CH:10]=2)O1.Cl[C:34]1[N:39]=[CH:38][C:37]([C:40]2[N:44]([CH2:45][O:46][CH2:47][CH2:48][Si:49]([CH3:52])([CH3:51])[CH3:50])[C:43]([C@@H:53]3[CH2:57][CH2:56][CH2:55][N:54]3[C:58]([O:60][C:61]([CH3:64])([CH3:63])[CH3:62])=[O:59])=[N:42][CH:41]=2)=[CH:36][N:35]=1.C([O-])(O)=O.[Na+].COCCOC. The catalyst is C(OCC)(=O)C.[Pd].O. The product is [C:61]([O:60][C:58]([N:54]1[CH2:55][CH2:56][CH2:57][C@H:53]1[C:43]1[N:44]([CH2:45][O:46][CH2:47][CH2:48][Si:49]([CH3:52])([CH3:51])[CH3:50])[C:40]([C:37]2[CH:36]=[N:35][C:34]([C:9]3[CH:10]=[CH:11][C:12]([C:15]4[NH:19][C:18]([C@@H:20]5[CH2:24][CH2:23][CH2:22][N:21]5[C:25]([O:27][C:28]([CH3:31])([CH3:30])[CH3:29])=[O:26])=[N:17][CH:16]=4)=[CH:13][CH:14]=3)=[N:39][CH:38]=2)=[CH:41][N:42]=1)=[O:59])([CH3:64])([CH3:63])[CH3:62]. The yield is 0.980. (2) The reactants are Br[C:2]1[CH:7]=[CH:6][CH:5]=[C:4]([CH2:8][F:9])[N:3]=1.[CH2:10]([C:14]1[C:23]([CH3:24])=[N:22][C:21]2[C:16](=[CH:17][CH:18]=[CH:19][CH:20]=2)[N:15]=1)[CH2:11][C:12]#[CH:13]. No catalyst specified. The product is [F:9][CH2:8][C:4]1[N:3]=[C:2]([C:13]#[C:12][CH2:11][CH2:10][C:14]2[C:23]([CH3:24])=[N:22][C:21]3[C:16](=[CH:17][CH:18]=[CH:19][CH:20]=3)[N:15]=2)[CH:7]=[CH:6][CH:5]=1. The yield is 0.130. (3) The reactants are I[C:2]1[CH:3]=[CH:4][C:5]2[N:6]([CH:8]=[C:9]([NH:11][C:12]([CH:14]3[CH2:16][CH2:15]3)=[O:13])[N:10]=2)[N:7]=1.[NH2:17][C:18]1[C:19]([CH3:25])=[C:20]([OH:24])[CH:21]=[CH:22][CH:23]=1.C(=O)([O-])[O-].[K+].[K+]. The catalyst is CN(C)C=O. The product is [NH2:17][C:18]1[C:19]([CH3:25])=[C:20]([CH:21]=[CH:22][CH:23]=1)[O:24][C:2]1[CH:3]=[CH:4][C:5]2[N:6]([CH:8]=[C:9]([NH:11][C:12]([CH:14]3[CH2:16][CH2:15]3)=[O:13])[N:10]=2)[N:7]=1. The yield is 0.580. (4) The reactants are [F:1][C:2]1[S:6][C:5]([C:7]2[CH:12]=[CH:11][N:10]=[C:9]([NH2:13])[C:8]=2[N+:14]([O-])=O)=[CH:4][CH:3]=1.[NH4+].[Cl-].CCOC(C)=O. The catalyst is CCO.O.[Fe]. The product is [F:1][C:2]1[S:6][C:5]([C:7]2[CH:12]=[CH:11][N:10]=[C:9]([NH2:13])[C:8]=2[NH2:14])=[CH:4][CH:3]=1. The yield is 0.897.